Dataset: Full USPTO retrosynthesis dataset with 1.9M reactions from patents (1976-2016). Task: Predict the reactants needed to synthesize the given product. (1) Given the product [CH3:1][C:2]([CH3:22])([CH3:21])[CH2:3][CH2:4][C@H:5]1[CH2:10][C@@H:9]([C:11]2[O:15][NH:14][C:13](=[O:16])[CH:12]=2)[CH2:8][CH2:7][NH:6]1, predict the reactants needed to synthesize it. The reactants are: [CH3:1][C:2]([CH3:22])([CH3:21])[CH2:3][CH2:4][C@H:5]1[CH2:10][C@@H:9]([C:11]2[O:15][NH:14][C:13](=[O:16])[CH:12]=2)[CH2:8][CH2:7][N:6]1C(OC)=O. (2) Given the product [NH2:1][C:2]1[N:3]=[C:4]([Cl:13])[CH:5]=[C:6]2[C:11]=1[C:10](=[O:12])[N:9]([CH2:21][CH3:22])[CH:8]=[CH:7]2, predict the reactants needed to synthesize it. The reactants are: [NH2:1][C:2]1[N:3]=[C:4]([Cl:13])[CH:5]=[C:6]2[C:11]=1[C:10](=[O:12])[NH:9][CH:8]=[CH:7]2.C([O-])([O-])=O.[Cs+].[Cs+].I[CH2:21][CH3:22]. (3) Given the product [C:1]([O:5][CH2:6][CH:7]([N:11]1[CH2:15][C:14]([O:16][C:17]2[CH:22]=[CH:21][CH:20]=[CH:19][C:18]=2[O:23][CH3:24])=[CH:13][C:12]1=[O:25])[C:8]([NH:47][C:48]1[CH:52]=[CH:51][N:50]([CH2:53][C:54]([OH:56])([CH3:55])[CH3:57])[N:49]=1)=[O:10])([CH3:3])([CH3:4])[CH3:2], predict the reactants needed to synthesize it. The reactants are: [C:1]([O:5][CH2:6][CH:7]([N:11]1[CH2:15][C:14]([O:16][C:17]2[CH:22]=[CH:21][CH:20]=[CH:19][C:18]=2[O:23][CH3:24])=[CH:13][C:12]1=[O:25])[C:8]([OH:10])=O)([CH3:4])([CH3:3])[CH3:2].CN(C)CCCN=C=NCC.ON1C2C=CC=CC=2N=N1.[NH2:47][C:48]1[CH:52]=[CH:51][N:50]([CH2:53][C:54]([CH3:57])([OH:56])[CH3:55])[N:49]=1. (4) Given the product [Cl:13][C:14]1[CH:15]=[C:16]([CH:21]([C:36]([F:39])([F:37])[F:38])/[CH:22]=[CH:23]/[C:24]2[CH:34]=[CH:33][C:27]([C:28]([NH:8][CH2:7][C:5]3[CH:6]=[N:1][CH:2]=[N:3][CH:4]=3)=[O:29])=[C:26]([CH3:35])[CH:25]=2)[CH:17]=[C:18]([Cl:20])[CH:19]=1, predict the reactants needed to synthesize it. The reactants are: [N:1]1[CH:6]=[C:5]([CH2:7][NH2:8])[CH:4]=[N:3][CH:2]=1.C[Al](C)C.[Cl:13][C:14]1[CH:15]=[C:16]([CH:21]([C:36]([F:39])([F:38])[F:37])/[CH:22]=[CH:23]/[C:24]2[CH:34]=[CH:33][C:27]([C:28](OCC)=[O:29])=[C:26]([CH3:35])[CH:25]=2)[CH:17]=[C:18]([Cl:20])[CH:19]=1.